This data is from Forward reaction prediction with 1.9M reactions from USPTO patents (1976-2016). The task is: Predict the product of the given reaction. (1) Given the reactants [CH3:1][N:2]([CH3:32])[CH2:3][CH2:4][NH:5][C:6](=[O:31])[C:7]1[CH:12]=[CH:11][C:10]([NH:13][C:14]2[N:19]=[C:18]([C:20]3[N:21]([CH:26]([CH3:28])[CH3:27])[C:22]([CH3:25])=[N:23][CH:24]=3)[C:17](F)=[CH:16][N:15]=2)=[CH:9][C:8]=1F.[Cl:33]C1C(C2N(C(C)C)C(C)=NC=2)=NC(N)=NC=1, predict the reaction product. The product is: [Cl:33][C:17]1[C:18]([C:20]2[N:21]([CH:26]([CH3:28])[CH3:27])[C:22]([CH3:25])=[N:23][CH:24]=2)=[N:19][C:14]([NH:13][C:10]2[CH:11]=[CH:12][C:7]([C:6]([NH:5][CH2:4][CH2:3][N:2]([CH3:32])[CH3:1])=[O:31])=[CH:8][CH:9]=2)=[N:15][CH:16]=1. (2) Given the reactants [C:1]([C:5]1[CH:10]=[CH:9][C:8]([N:11]2[C:19](=[O:20])[C:18]3[C:13](=[CH:14][CH:15]=[CH:16][C:17]=3OS(C(F)(F)F)(=O)=O)[CH2:12]2)=[CH:7][CH:6]=1)([CH3:4])([CH3:3])[CH3:2].[NH2:29][CH2:30][C:31]1[CH:36]=[CH:35][N:34]=[C:33]([NH:37][CH3:38])[N:32]=1, predict the reaction product. The product is: [C:1]([C:5]1[CH:10]=[CH:9][C:8]([N:11]2[CH2:12][C:13]3[C:18](=[C:17]([NH:29][CH2:30][C:31]4[CH:36]=[CH:35][N:34]=[C:33]([NH:37][CH3:38])[N:32]=4)[CH:16]=[CH:15][CH:14]=3)[C:19]2=[O:20])=[CH:7][CH:6]=1)([CH3:4])([CH3:3])[CH3:2]. (3) The product is: [Cl:1][C:2]1[C:7]([N:8]2[CH2:13][CH2:12][N:11]([C:14]([C:16]3[C:17]([C:22]4[CH:27]=[CH:26][CH:25]=[CH:24][C:23]=4[O:28][CH3:29])=[N:18][O:19][C:20]=3[CH3:21])=[O:15])[CH2:10][CH2:9]2)=[CH:6][C:5]([NH:30][C:31](=[O:41])[C:32]2[CH:33]=[CH:34][C:35]([N:38]([CH3:40])[CH3:39])=[CH:36][CH:37]=2)=[C:4](/[CH:42]=[N:45]/[OH:46])[CH:3]=1. Given the reactants [Cl:1][C:2]1[C:7]([N:8]2[CH2:13][CH2:12][N:11]([C:14]([C:16]3[C:17]([C:22]4[CH:27]=[CH:26][CH:25]=[CH:24][C:23]=4[O:28][CH3:29])=[N:18][O:19][C:20]=3[CH3:21])=[O:15])[CH2:10][CH2:9]2)=[CH:6][C:5]([NH:30][C:31](=[O:41])[C:32]2[CH:37]=[CH:36][C:35]([N:38]([CH3:40])[CH3:39])=[CH:34][CH:33]=2)=[C:4]([CH:42]=O)[CH:3]=1.Cl.[NH2:45][OH:46].C(N(CC)CC)C, predict the reaction product. (4) Given the reactants [Br:1][C:2]1[S:3][C:4]([C:8]([OH:10])=O)=[C:5]([Br:7])[N:6]=1.S(Cl)(Cl)=O.C1(C)C=CC=CC=1.[OH-].[NH4+:23].O, predict the reaction product. The product is: [Br:1][C:2]1[S:3][C:4]([C:8]([NH2:23])=[O:10])=[C:5]([Br:7])[N:6]=1.